Dataset: Full USPTO retrosynthesis dataset with 1.9M reactions from patents (1976-2016). Task: Predict the reactants needed to synthesize the given product. (1) The reactants are: [NH2:1][C:2]1[CH:7]=[CH:6][C:5](Br)=[CH:4][N:3]=1.[C:9]1(C)C=CC=C[CH:10]=1.CCO.C([O-])([O-])=O.[K+].[K+]. Given the product [CH:9]([C:5]1[CH:6]=[CH:7][C:2]([NH2:1])=[N:3][CH:4]=1)=[CH2:10], predict the reactants needed to synthesize it. (2) Given the product [Br:9][C:10]1[C:15]([C:16]([O:18][CH2:19][CH3:20])=[O:17])=[C:14]([CH2:21][Br:1])[N:13]=[CH:12][CH:11]=1, predict the reactants needed to synthesize it. The reactants are: [Br:1]N1C(=O)CCC1=O.[Br:9][C:10]1[C:15]([C:16]([O:18][CH2:19][CH3:20])=[O:17])=[C:14]([CH3:21])[N:13]=[CH:12][CH:11]=1. (3) Given the product [CH3:1][O:2][C:3](=[O:25])[CH2:4][C:5]1[C:14]([CH3:13])=[C:15]([C:59]2[CH:58]=[CH:57][C:56]([S:53](=[O:54])(=[O:55])[NH:52][C:49]3[CH:50]=[CH:51][C:46]([F:45])=[CH:47][CH:48]=3)=[CH:61][CH:60]=2)[C:8]2[C:7](=[CH:12][CH:11]=[C:10]([F:24])[CH:9]=2)[CH:6]=1, predict the reactants needed to synthesize it. The reactants are: [CH3:1][O:2][C:3](=[O:25])[CH2:4][C:5]1[C:14]([CH3:15])=[C:13](OS(C(F)(F)F)(=O)=O)[C:12]2[C:7](=[CH:8][CH:9]=[C:10]([F:24])[CH:11]=2)[CH:6]=1.C1(P(C2C=CC=CC=2)C2C=CC=CC=2)C=CC=CC=1.[F:45][C:46]1[CH:51]=[CH:50][C:49]([NH:52][S:53]([C:56]2[CH:61]=[CH:60][C:59](B(O)O)=[CH:58][CH:57]=2)(=[O:55])=[O:54])=[CH:48][CH:47]=1.C(=O)([O-])[O-].[Na+].[Na+]. (4) Given the product [C:24]([O-:25])(=[O:27])[CH3:1].[CH:1](/[C:9]1[N:10]([C:19]2[S:20][CH:21]=[CH:22][N:23]=2)[C:11]2[CH:17]=[CH:16][CH:15]=[CH:14][C:12]=2[N:13]=1)=[CH:2]\[C:3]1[CH:4]=[CH:5][CH:6]=[CH:7][CH:8]=1, predict the reactants needed to synthesize it. The reactants are: [CH:1]([C:9]1[NH:13][C:12]2[CH:14]=[CH:15][CH:16]=[CH:17][C:11]=2[N:10]=1)=[CH:2][C:3]1[CH:8]=[CH:7][CH:6]=[CH:5][CH:4]=1.Br[C:19]1[S:20][CH:21]=[CH:22][N:23]=1.[C:24](=[O:27])([O-])[O-:25].[K+].[K+].[N+](C1C=CC=CC=1)([O-])=O.